The task is: Predict the reaction yield, written as a fraction of the theoretical maximum amount of product (1.0 means a 100% yield; for example, 0.34 means a 34% yield).. This data is from Reaction yield outcomes from USPTO patents with 853,638 reactions. (1) The reactants are [CH3:1][O:2][C:3]1[CH:11]=[C:10]2[C:6]([CH:7]=[CH:8][NH:9]2)=[CH:5][CH:4]=1.ClS([N:16]=[C:17]=O)(=O)=O. The catalyst is CN(C=O)C. The product is [CH3:1][O:2][C:3]1[CH:11]=[C:10]2[C:6]([C:7]([C:17]#[N:16])=[CH:8][NH:9]2)=[CH:5][CH:4]=1. The yield is 0.900. (2) The reactants are [CH:1]1([N:4]2[C:13]([C@@H:14]([NH:16][C:17]3[N:25]=[CH:24][N:23]=[C:22]4[C:18]=3[N:19]=[CH:20][N:21]4C3CCCCO3)[CH3:15])=[CH:12][C:11]3[C:6](=[C:7]([CH3:32])[CH:8]=[CH:9][CH:10]=3)[C:5]2=[O:33])[CH2:3][CH2:2]1.C([O-])(O)=O.[Na+]. The catalyst is Cl.CCO. The product is [N:25]1[C:17]([NH:16][C@H:14]([C:13]2[N:4]([CH:1]3[CH2:3][CH2:2]3)[C:5](=[O:33])[C:6]3[C:11]([CH:12]=2)=[CH:10][CH:9]=[CH:8][C:7]=3[CH3:32])[CH3:15])=[C:18]2[C:22]([NH:21][CH:20]=[N:19]2)=[N:23][CH:24]=1. The yield is 0.830. (3) The reactants are [F:1][C:2]1[CH:3]=[C:4]([C@H:8]2[CH2:12][CH2:11][CH2:10][N:9]2[C:13]2[CH:18]=[CH:17][N:16]3[N:19]=[CH:20][C:21]([C:22]([OH:24])=O)=[C:15]3[N:14]=2)[CH:5]=[CH:6][CH:7]=1.[CH:25]1([NH2:28])[CH2:27][CH2:26]1. No catalyst specified. The product is [CH:25]1([NH:28][C:22]([C:21]2[CH:20]=[N:19][N:16]3[CH:17]=[CH:18][C:13]([N:9]4[CH2:10][CH2:11][CH2:12][C@@H:8]4[C:4]4[CH:5]=[CH:6][CH:7]=[C:2]([F:1])[CH:3]=4)=[N:14][C:15]=23)=[O:24])[CH2:27][CH2:26]1. The yield is 0.540. (4) The reactants are [CH3:1][O:2][C:3]([C@H:5]1[N:9]2[C:10](=[O:31])[C:11]([CH:29]=[O:30])=[C:12]([CH2:22][CH2:23][CH2:24][CH2:25][CH2:26][CH2:27][CH3:28])[C:13]([C:14]3[CH:19]=[CH:18][C:17]([F:20])=[C:16]([F:21])[CH:15]=3)=[C:8]2[S:7][CH2:6]1)=[O:4].[O-:32]Cl=O.[Na+]. The catalyst is O.CS(C)=O. The product is [CH3:1][O:2][C:3]([C@H:5]1[N:9]2[C:10](=[O:31])[C:11]([C:29]([OH:32])=[O:30])=[C:12]([CH2:22][CH2:23][CH2:24][CH2:25][CH2:26][CH2:27][CH3:28])[C:13]([C:14]3[CH:19]=[CH:18][C:17]([F:20])=[C:16]([F:21])[CH:15]=3)=[C:8]2[S:7][CH2:6]1)=[O:4]. The yield is 0.890.